This data is from Forward reaction prediction with 1.9M reactions from USPTO patents (1976-2016). The task is: Predict the product of the given reaction. Given the reactants Br[C:2]1[CH:3]=[C:4]([CH:16]=[CH:17][C:18]=1[F:19])[C:5]([NH:7][C:8]1[CH:13]=[CH:12][CH:11]=[C:10]([O:14][CH3:15])[CH:9]=1)=[O:6].C1(P(C2C=CC=CC=2)CCCP(C2C=CC=CC=2)C2C=CC=CC=2)C=CC=CC=1.[CH3:49][CH2:50][CH2:51][CH2:52][O:53][CH:54]=[CH2:55].C(NC(C)C)(C)C, predict the reaction product. The product is: [CH2:52]([O:53][C:54]([C:2]1[CH:3]=[C:4]([CH:16]=[CH:17][C:18]=1[F:19])[C:5]([NH:7][C:8]1[CH:13]=[CH:12][CH:11]=[C:10]([O:14][CH3:15])[CH:9]=1)=[O:6])=[CH2:55])[CH2:51][CH2:50][CH3:49].